From a dataset of Reaction yield outcomes from USPTO patents with 853,638 reactions. Predict the reaction yield, written as a fraction of the theoretical maximum amount of product (1.0 means a 100% yield; for example, 0.34 means a 34% yield). (1) The catalyst is C(O)C. The reactants are [Br:1][C:2]1[CH:3]=[C:4]2[C:8](=[CH:9][CH:10]=1)[C:7](=O)[CH2:6][CH2:5]2.Cl.[O:13]([NH2:15])[CH3:14].N1C=CC=CC=1.C(=O)([O-])O.[Na+]. The product is [CH3:14][O:13][N:15]=[C:7]1[C:8]2[C:4](=[CH:3][C:2]([Br:1])=[CH:10][CH:9]=2)[CH2:5][CH2:6]1. The yield is 0.970. (2) The reactants are [NH2:1][C:2]1[N:3]([CH3:24])[C:4](=[O:23])[C:5]2([C:15]3[C:10](=[CH:11][CH:12]=[C:13](Br)[CH:14]=3)[O:9][CH:8]([C:17]3[CH:22]=[CH:21][CH:20]=[CH:19][CH:18]=3)[CH2:7]2)[N:6]=1.[CH3:25][S:26]([C:29]1[CH:34]=[CH:33][C:32](B(O)O)=[CH:31][CH:30]=1)(=[O:28])=[O:27]. The catalyst is O1CCOCC1.C([O-])([O-])=O.[Cs+].[Cs+].Cl[Pd](Cl)([P](C1C=CC=CC=1)(C1C=CC=CC=1)C1C=CC=CC=1)[P](C1C=CC=CC=1)(C1C=CC=CC=1)C1C=CC=CC=1. The product is [NH2:1][C:2]1[N:3]([CH3:24])[C:4](=[O:23])[C:5]2([C:15]3[C:10](=[CH:11][CH:12]=[C:13]([C:32]4[CH:33]=[CH:34][C:29]([S:26]([CH3:25])(=[O:28])=[O:27])=[CH:30][CH:31]=4)[CH:14]=3)[O:9][CH:8]([C:17]3[CH:22]=[CH:21][CH:20]=[CH:19][CH:18]=3)[CH2:7]2)[N:6]=1. The yield is 0.800. (3) The reactants are Cl[C:2]1[C:3]([C:8]#[N:9])=[N:4][CH:5]=[CH:6][CH:7]=1.[Cl:10][C:11]1[CH:16]=[CH:15][C:14](B(O)O)=[C:13]([F:20])[CH:12]=1.[O-]P([O-])([O-])=O.[K+].[K+].[K+]. The catalyst is C1C=CC([P]([Pd]([P](C2C=CC=CC=2)(C2C=CC=CC=2)C2C=CC=CC=2)([P](C2C=CC=CC=2)(C2C=CC=CC=2)C2C=CC=CC=2)[P](C2C=CC=CC=2)(C2C=CC=CC=2)C2C=CC=CC=2)(C2C=CC=CC=2)C2C=CC=CC=2)=CC=1.CN(C=O)C. The product is [Cl:10][C:11]1[CH:16]=[CH:15][C:14]([C:2]2[C:3]([C:8]#[N:9])=[N:4][CH:5]=[CH:6][CH:7]=2)=[C:13]([F:20])[CH:12]=1. The yield is 0.320. (4) The reactants are [CH3:1][N:2]([CH3:32])[C:3]1[N:12]=[C:11]([NH:13][CH2:14][C:15]2[CH:20]=[CH:19][C:18]([NH:21][C:22](=[O:30])[C:23]3[CH:28]=[CH:27][C:26]([F:29])=[CH:25][CH:24]=3)=[CH:17][CH:16]=2)[C:10]2[C:5](=[CH:6][C:7](I)=[CH:8][CH:9]=2)[N:4]=1.[CH:33]([C:35]1[CH:40]=[CH:39][CH:38]=[CH:37][C:36]=1B(O)O)=[O:34].Cl. No catalyst specified. The product is [CH3:1][N:2]([CH3:32])[C:3]1[N:12]=[C:11]([NH:13][CH2:14][C:15]2[CH:20]=[CH:19][C:18]([NH:21][C:22](=[O:30])[C:23]3[CH:28]=[CH:27][C:26]([F:29])=[CH:25][CH:24]=3)=[CH:17][CH:16]=2)[C:10]2[C:5](=[CH:6][C:7]([C:36]3[CH:37]=[CH:38][CH:39]=[CH:40][C:35]=3[CH:33]=[O:34])=[CH:8][CH:9]=2)[N:4]=1. The yield is 0.480. (5) The reactants are C[O-].[Na+:3].[CH3:4][O:5][CH:6]=[O:7].C1(=O)[O:12][CH2:11][CH2:10][CH2:9]1. The catalyst is CCOCC. The product is [O:7]=[C:6]1[O:5][CH2:4][CH2:9]/[C:10]/1=[CH:11]/[O-:12].[Na+:3]. The yield is 0.900. (6) The reactants are [Cl:1][C:2]1[CH:7]=[CH:6][C:5]([C:8](=[O:10])[CH3:9])=[CH:4][CH:3]=1.C[Si](C)(C)[N-][Si](C)(C)C.[Na+].[O:21]1[CH2:26][CH2:25][CH:24]([C:27](Cl)=[O:28])[CH2:23][CH2:22]1. The catalyst is C1COCC1. The product is [Cl:1][C:2]1[CH:7]=[CH:6][C:5]([C:8](=[O:10])[CH2:9][C:27]([CH:24]2[CH2:25][CH2:26][O:21][CH2:22][CH2:23]2)=[O:28])=[CH:4][CH:3]=1. The yield is 0.580. (7) The reactants are COC(=O)[CH:4]([O:19][C:20]1[CH:25]=[CH:24][C:23]([C:26]2[CH:31]=[CH:30][C:29]([C:32]#[N:33])=[CH:28][CH:27]=2)=[CH:22][CH:21]=1)[CH2:5][CH2:6][CH2:7][CH2:8][CH2:9][CH2:10][CH2:11][CH2:12][CH2:13][CH2:14][CH2:15][CH2:16][CH2:17]C.[CH3:35]CN(CC)CC.[CH3:42][C:43]([OH:45])=[O:44].[N-:46]=[N+:47]=[N-:48].[Na+].Cl. The catalyst is O.CN(C=O)C. The product is [CH3:35][O:44][C:43](=[O:45])[CH2:42][CH2:17][CH2:16][CH2:15][CH2:14][CH2:13][CH2:12][CH2:11][CH2:10][CH2:9][CH2:8][CH2:7][CH2:6][CH2:5][CH2:4][O:19][C:20]1[CH:21]=[CH:22][C:23]([C:26]2[CH:27]=[CH:28][C:29]([C:32]3[NH:33][N:48]=[N:47][N:46]=3)=[CH:30][CH:31]=2)=[CH:24][CH:25]=1. The yield is 0.960.